From a dataset of Catalyst prediction with 721,799 reactions and 888 catalyst types from USPTO. Predict which catalyst facilitates the given reaction. The catalyst class is: 9. Reactant: [Cl:1][C:2]1[CH:7]=[C:6]([N+:8]([O-:10])=[O:9])[CH:5]=[C:4]([Cl:11])[C:3]=1[OH:12].C(=O)([O-])[O-].[K+].[K+].[C:19]([O:23][C:24](=[O:27])[CH2:25]Br)([CH3:22])([CH3:21])[CH3:20].O. Product: [C:19]([O:23][C:24](=[O:27])[CH2:25][O:12][C:3]1[C:2]([Cl:1])=[CH:7][C:6]([N+:8]([O-:10])=[O:9])=[CH:5][C:4]=1[Cl:11])([CH3:22])([CH3:21])[CH3:20].